Dataset: Peptide-MHC class II binding affinity with 134,281 pairs from IEDB. Task: Regression. Given a peptide amino acid sequence and an MHC pseudo amino acid sequence, predict their binding affinity value. This is MHC class II binding data. (1) The peptide sequence is FSTGLIIQGLKLMNS. The MHC is HLA-DQA10501-DQB10301 with pseudo-sequence HLA-DQA10501-DQB10301. The binding affinity (normalized) is 0.536. (2) The peptide sequence is VTANRAELKALIASN. The MHC is HLA-DQA10102-DQB10502 with pseudo-sequence HLA-DQA10102-DQB10502. The binding affinity (normalized) is 0.127. (3) The peptide sequence is DASLPPRTWNGFLAP. The MHC is DRB5_0101 with pseudo-sequence DRB5_0101. The binding affinity (normalized) is 0.0756. (4) The peptide sequence is SEMFMPRSIGGPVSS. The MHC is DRB4_0103 with pseudo-sequence DRB4_0103. The binding affinity (normalized) is 0.401.